Dataset: Forward reaction prediction with 1.9M reactions from USPTO patents (1976-2016). Task: Predict the product of the given reaction. (1) Given the reactants [F:1][C:2]([F:19])([F:18])[C:3]1[CH:8]=[CH:7][C:6]([C:9]2[C:10]([C:15](O)=[O:16])=[CH:11][CH:12]=[CH:13][CH:14]=2)=[CH:5][CH:4]=1.S(Cl)([Cl:22])=O, predict the reaction product. The product is: [F:1][C:2]([F:19])([F:18])[C:3]1[CH:8]=[CH:7][C:6]([C:9]2[C:10]([C:15]([Cl:22])=[O:16])=[CH:11][CH:12]=[CH:13][CH:14]=2)=[CH:5][CH:4]=1. (2) Given the reactants [N:1]1[CH:6]=[CH:5][CH:4]=[C:3]([CH2:7][NH:8][C:9]2[N:10]=[C:11]([C:20]([C:22]3[S:23][CH:24]=[CH:25][CH:26]=3)=[O:21])[C:12]3[S:17][C:16]([CH:18]=[CH2:19])=[CH:15][C:13]=3[N:14]=2)[CH:2]=1.Cl, predict the reaction product. The product is: [CH2:18]([C:16]1[S:17][C:12]2[C:11]([C:20]([C:22]3[S:23][CH:24]=[CH:25][CH:26]=3)=[O:21])=[N:10][C:9]([NH:8][CH2:7][C:3]3[CH:2]=[N:1][CH:6]=[CH:5][CH:4]=3)=[N:14][C:13]=2[CH:15]=1)[CH3:19]. (3) The product is: [CH2:44]([C:49]1[CH:54]=[CH:53][C:52]([C:55]2[CH:60]=[CH:59][C:58]([C:10]3[C:32]4[C:37](=[CH:36][CH:35]=[CH:34][CH:33]=4)[C:7]4[O:70][C:13]([C:26]5[CH:27]=[CH:28][CH:29]=[CH:30][CH:31]=5)([C:15]5[CH:16]=[CH:17][C:18]([N:21]6[CH2:25][CH2:24][CH2:23][CH2:22]6)=[CH:19][CH:20]=5)[CH:14]=[CH:9][C:8]=4[C:71]=3[C:72]([O:65][CH3:64])=[O:73])=[CH:57][CH:56]=2)=[CH:51][CH:50]=1)[CH2:45][CH2:46][CH2:47][CH3:48]. Given the reactants FC(F)(F)S(O[C:7]1[C:37]2[C:32](=[CH:33][CH:34]=[CH:35][CH:36]=2)[CH:10]2OC[C:13]([C:26]3[CH:31]=[CH:30][CH:29]=[CH:28][CH:27]=3)([C:15]3[CH:20]=[CH:19][C:18]([N:21]4[CH2:25][CH2:24][CH2:23][CH2:22]4)=[CH:17][CH:16]=3)[CH:14]=[C:9]2[C:8]=1C(OC)=O)(=O)=O.[CH2:44]([C:49]1[CH:54]=[CH:53][C:52]([C:55]2[CH:60]=[CH:59][C:58](B(O)O)=[CH:57][CH:56]=2)=[CH:51][CH:50]=1)[CH2:45][CH2:46][CH2:47][CH3:48].[C:64]([O-])([O-])=[O:65].[K+].[K+].[OH2:70].[CH3:71][CH2:72][OH:73], predict the reaction product. (4) The product is: [Cl:1][C:2]1[CH:7]=[CH:6][C:5]([CH:8]=[O:9])=[CH:4][C:3]=1[O:10][CH2:11][CH2:12][F:13]. Given the reactants [Cl:1][C:2]1[CH:7]=[CH:6][C:5]([CH2:8][OH:9])=[CH:4][C:3]=1[O:10][CH2:11][CH2:12][F:13], predict the reaction product. (5) Given the reactants N1C(C)=CC=CC=1C.[F:9][C:10]([F:23])([F:22])[S:11]([O:14]S(C(F)(F)F)(=O)=O)(=[O:13])=[O:12].[CH3:24][C:25]1[NH:26][C:27]2[CH:28]=[CH:29][CH:30]=[C:31](O)[C:32]=2[CH:33]=1, predict the reaction product. The product is: [F:9][C:10]([F:23])([F:22])[S:11]([O:14][C:31]1[CH:30]=[CH:29][CH:28]=[C:27]2[C:32]=1[CH:33]=[C:25]([CH3:24])[NH:26]2)(=[O:13])=[O:12]. (6) Given the reactants [CH2:1]([O:3][C:4](=[O:16])[C:5](=[CH:12]N(C)C)[C:6](=O)[C:7]([CH3:10])([CH3:9])[CH3:8])[CH3:2].[NH2:17][C:18]([NH2:20])=[O:19], predict the reaction product. The product is: [CH3:10][C:7]([C:6]1[C:5]([C:4]([O:3][CH2:1][CH3:2])=[O:16])=[CH:12][N:20]=[C:18]([OH:19])[N:17]=1)([CH3:8])[CH3:9]. (7) Given the reactants [Cl:1][C:2]1[CH:32]=[CH:31][C:5]([CH2:6][N:7]2[C:15]3[C:14](=[O:16])[NH:13][C:12](=[O:17])[N:11]([CH3:18])[C:10]=3[N:9]=[C:8]2[O:19][C:20]2[CH:25]=[CH:24][CH:23]=[C:22]([O:26][C:27]([F:30])([F:29])[F:28])[CH:21]=2)=[CH:4][CH:3]=1.C(=O)([O-])[O-].[K+].[K+].Cl[CH2:40][C:41](=[O:43])[CH3:42], predict the reaction product. The product is: [Cl:1][C:2]1[CH:3]=[CH:4][C:5]([CH2:6][N:7]2[C:15]3[C:14](=[O:16])[N:13]([CH2:40][C:41](=[O:43])[CH3:42])[C:12](=[O:17])[N:11]([CH3:18])[C:10]=3[N:9]=[C:8]2[O:19][C:20]2[CH:25]=[CH:24][CH:23]=[C:22]([O:26][C:27]([F:30])([F:28])[F:29])[CH:21]=2)=[CH:31][CH:32]=1.